From a dataset of Full USPTO retrosynthesis dataset with 1.9M reactions from patents (1976-2016). Predict the reactants needed to synthesize the given product. (1) Given the product [CH3:17][O:18][C:19](=[O:31])[C@H:20]([NH:28][C:29]([O:1][CH2:2][C:3]1[O:4][C:5]2[CH:11]=[CH:10][C:9]([C:12]3[CH:16]=[CH:15][S:14][CH:13]=3)=[CH:8][C:6]=2[CH:7]=1)=[O:30])[CH2:21][C:22]1[CH:23]=[CH:24][CH:25]=[CH:26][CH:27]=1, predict the reactants needed to synthesize it. The reactants are: [OH:1][CH2:2][C:3]1[O:4][C:5]2[CH:11]=[CH:10][C:9]([C:12]3[CH:16]=[CH:15][S:14][CH:13]=3)=[CH:8][C:6]=2[CH:7]=1.[CH3:17][O:18][C:19](=[O:31])[C@H:20]([N:28]=[C:29]=[O:30])[CH2:21][C:22]1[CH:27]=[CH:26][CH:25]=[CH:24][CH:23]=1.C(N(CC)CC)C. (2) Given the product [Cl:24][C:14]1[C:15]2[C:20](=[CH:19][CH:18]=[CH:17][CH:16]=2)[C:11]([CH2:10][CH2:9][C:7]2[CH:6]=[CH:5][N:4]=[C:3]([O:2][CH3:1])[CH:8]=2)=[CH:12][N:13]=1, predict the reactants needed to synthesize it. The reactants are: [CH3:1][O:2][C:3]1[CH:8]=[C:7]([CH2:9][CH2:10][C:11]2[C:20]3[C:15](=[CH:16][CH:17]=[CH:18][CH:19]=3)[C:14](=O)[NH:13][CH:12]=2)[CH:6]=[CH:5][N:4]=1.P(Cl)(Cl)([Cl:24])=O.Cl.O.N. (3) Given the product [F:30][CH:16]([F:15])[O:17][C:18]1[CH:26]=[CH:25][CH:24]=[C:23]2[C:19]=1[CH:20]=[C:21]([C:27]([NH:1][C@@H:2]1[CH2:7][CH2:6][CH2:5][NH:4][CH2:3]1)=[O:28])[NH:22]2, predict the reactants needed to synthesize it. The reactants are: [NH2:1][C@@H:2]1[CH2:7][CH2:6][CH2:5][N:4](C(OC(C)(C)C)=O)[CH2:3]1.[F:15][CH:16]([F:30])[O:17][C:18]1[CH:26]=[CH:25][CH:24]=[C:23]2[C:19]=1[CH:20]=[C:21]([C:27](O)=[O:28])[NH:22]2.N. (4) Given the product [F:20][C:21]1[CH:26]=[CH:25][C:24]([CH:27]([C:28]2[CH:33]=[CH:32][C:31]([F:34])=[CH:30][CH:29]=2)[CH2:37][NH:38][C:39]([CH:14]2[CH2:13][CH2:12][CH2:11][CH2:10][N:9]2[CH2:8][CH2:7][C:1]2[CH:2]=[CH:3][CH:4]=[CH:5][CH:6]=2)=[O:56])=[CH:23][CH:22]=1, predict the reactants needed to synthesize it. The reactants are: [C:1]1([CH2:7][CH2:8][N:9]2[CH2:14][CH2:13][CH:12](C(OCC)=O)[CH2:11][CH2:10]2)[CH:6]=[CH:5][CH:4]=[CH:3][CH:2]=1.[F:20][C:21]1[CH:26]=[CH:25][C:24]([CH:27](N)[C:28]2[CH:33]=[CH:32][C:31]([F:34])=[CH:30][CH:29]=2)=[CH:23][CH:22]=1.C[CH2:37][N:38]=[C:39]=NCCCN(C)C.C1C=CC2N([OH:56])N=NC=2C=1. (5) Given the product [Cl:21][C:2]1[O:3][C:4]2[CH:10]=[CH:9][C:8]([N+:11]([O-:13])=[O:12])=[CH:7][C:5]=2[N:6]=1, predict the reactants needed to synthesize it. The reactants are: S[C:2]1[O:3][C:4]2[CH:10]=[CH:9][C:8]([N+:11]([O-:13])=[O:12])=[CH:7][C:5]=2[N:6]=1.CN(C=O)C.S(Cl)([Cl:21])=O. (6) Given the product [CH3:27][C@@H:28]1[CH2:33][O:32][CH2:31][CH2:30][N:29]1[C:24]([C@H:22]1[CH2:21][CH2:20][C:19]2[C:12]3[C:11]([NH:10][C:8]4[CH:9]=[C:4]5[CH:3]=[N:2][NH:1][C:5]5=[CH:6][N:7]=4)=[N:16][CH:15]=[N:14][C:13]=3[S:17][C:18]=2[CH2:23]1)=[O:25], predict the reactants needed to synthesize it. The reactants are: [NH:1]1[C:5]2=[CH:6][N:7]=[C:8]([NH:10][C:11]3[C:12]4[C:19]5[CH2:20][CH2:21][C@H:22]([C:24](O)=[O:25])[CH2:23][C:18]=5[S:17][C:13]=4[N:14]=[CH:15][N:16]=3)[CH:9]=[C:4]2[CH:3]=[N:2]1.[CH3:27][C@@H:28]1[CH2:33][O:32][CH2:31][CH2:30][NH:29]1. (7) Given the product [Br:1][C:2]1[CH:7]=[CH:6][C:5]([N:8]2[C:12]([CH2:13][C@@H:14]3[CH2:18][CH2:17][N:16]([C:19]([CH:21]4[CH2:23][CH2:22]4)=[O:20])[CH2:15]3)=[N:11][NH:10][C:9]2=[O:24])=[C:4]([OH:25])[CH:3]=1, predict the reactants needed to synthesize it. The reactants are: [Br:1][C:2]1[CH:7]=[CH:6][C:5]([N:8]2[C:12]([CH2:13][C@@H:14]3[CH2:18][CH2:17][N:16]([C:19]([CH:21]4[CH2:23][CH2:22]4)=[O:20])[CH2:15]3)=[N:11][NH:10][C:9]2=[O:24])=[C:4]([O:25]C)[CH:3]=1.B(Br)(Br)Br. (8) Given the product [C:19]([O:23][C:24](=[O:46])[NH:25][CH2:26][C:27]1([C:31]2[CH:32]=[CH:33][C:34]([C:2]3[C:3]4[C:4]5[CH:18]=[CH:17][S:16][C:5]=5[C:6](=[O:15])[NH:7][C:8]=4[C:9]([CH3:14])=[CH:10][C:11]=3[O:12][CH3:13])=[CH:35][CH:36]=2)[CH2:30][CH2:29][CH2:28]1)([CH3:22])([CH3:20])[CH3:21], predict the reactants needed to synthesize it. The reactants are: Br[C:2]1[C:3]2[C:4]3[CH:18]=[CH:17][S:16][C:5]=3[C:6](=[O:15])[NH:7][C:8]=2[C:9]([CH3:14])=[CH:10][C:11]=1[O:12][CH3:13].[C:19]([O:23][C:24](=[O:46])[NH:25][CH2:26][C:27]1([C:31]2[CH:36]=[CH:35][C:34](B3OC(C)(C)C(C)(C)O3)=[CH:33][CH:32]=2)[CH2:30][CH2:29][CH2:28]1)([CH3:22])([CH3:21])[CH3:20].